Dataset: Forward reaction prediction with 1.9M reactions from USPTO patents (1976-2016). Task: Predict the product of the given reaction. Given the reactants C([N:4]1[C:13]([C:14]#[N:15])=[C:12]([C:16]2[CH:21]=[CH:20][CH:19]=[CH:18][CH:17]=2)[C:11]2[C:6](=[CH:7][CH:8]=[C:9]([O:22][CH3:23])[CH:10]=2)[C:5]1=[O:24])C=C.C(N(CC)CC)C.C(O)=O, predict the reaction product. The product is: [CH3:23][O:22][C:9]1[CH:10]=[C:11]2[C:6](=[CH:7][CH:8]=1)[C:5](=[O:24])[NH:4][C:13]([C:14]#[N:15])=[C:12]2[C:16]1[CH:21]=[CH:20][CH:19]=[CH:18][CH:17]=1.